This data is from Experimentally validated miRNA-target interactions with 360,000+ pairs, plus equal number of negative samples. The task is: Binary Classification. Given a miRNA mature sequence and a target amino acid sequence, predict their likelihood of interaction. (1) The miRNA is hsa-miR-6856-3p with sequence UACAGCCCUGUGAUCUUUCCAG. The protein sequence of the target gene is MATLRSLLLAALLWVPAEALSCYGDSGQPVDWFVVYKLPAHSGSRDTPKGLTYKYMDQNSDGWQDGVGYINSSEGAVGRSLQPLYRKNSSQLAFLLYNDQPPKSSSARDSTGHGHTKGVLLLDQEGGFWLVHSVPRFPPPASSGAYTWPPNAQTFGQTLLCVSLPFTQFARIGKQLTYTYPLVYDHKLEGFFAQKLPDLETVIKNQHVLHEPWNSSVILTSQAGATFQSFAKFGKFGDDLYSGWLAEALGTNLQVQFWQNSPGILPSNCSGAYQVLDVTQTGFPGPSRLTFSATEDHSKW.... Result: 0 (no interaction). (2) The miRNA is hsa-miR-5697 with sequence UCAAGUAGUUUCAUGAUAAAGG. The protein sequence of the target gene is MQNYKYDKAIVPESKNGGSPALNNNPRRSGSKRVLLICLDLFCLFMAGLPFLIIETSTIKPYHRGFYCNDESIKYPLKTGETINDAVLCAVGIVIAILAIITGEFYRIYYLKKSRSTIQNPYVAALYKQVGCFLFGCAISQSFTDIAKVSIGRLRPHFLSVCNPDFSQINCSEGYIQNYRCRGDDSKVQEARKSFFSGHASFSMYTMLYLVLYLQARFTWRGARLLRPLLQFTLIMMAFYTGLSRVSDHKHHPSDVLAGFAQGALVACCIVFFVSDLFKTKTTLSLPAPAIRKEILSPVD.... Result: 1 (interaction). (3) The miRNA is hsa-miR-3529-5p with sequence AGGUAGACUGGGAUUUGUUGUU. The protein sequence of the target gene is MMCGAPSATQPATAETQHIADQVRSQLEEKENKKFPVFKAVSFKSQVVAGTNYFIKVHVGDEDFVHLRVFQSLPHENKPLTLSNYQTNKAKHDELTYF. Result: 0 (no interaction).